Task: Predict the product of the given reaction.. Dataset: Forward reaction prediction with 1.9M reactions from USPTO patents (1976-2016) (1) Given the reactants [CH:1]([C:3]1[CH:7]=[CH:6][N:5]([C:8]2[N:18]=[CH:17][CH:16]=[CH:15][C:9]=2[C:10]([O:12][CH2:13][CH3:14])=[O:11])[N:4]=1)=O.[NH:19]1[CH2:24][CH2:23][O:22][CH2:21][CH2:20]1.C(O)(=O)C, predict the reaction product. The product is: [O:22]1[CH2:23][CH2:24][N:19]([CH2:1][C:3]2[CH:7]=[CH:6][N:5]([C:8]3[N:18]=[CH:17][CH:16]=[CH:15][C:9]=3[C:10]([O:12][CH2:13][CH3:14])=[O:11])[N:4]=2)[CH2:20][CH2:21]1. (2) Given the reactants [C:1]([N:5]1[C:9]([C:10]2[CH:15]=[CH:14][CH:13]=[CH:12][CH:11]=2)=[C:8]([C:16]([OH:18])=O)[CH:7]=[N:6]1)([CH3:4])([CH3:3])[CH3:2].C(Cl)(=O)C(Cl)=O.CN(C)C=O.[NH2:30][C:31]1[CH:32]=[C:33]([CH:52]=[CH:53][CH:54]=1)[O:34][C:35]1[CH:49]=[CH:48][C:38]2[N:39]=[C:40]([NH:42][C:43]([CH:45]3[CH2:47][CH2:46]3)=[O:44])[S:41][C:37]=2[C:36]=1[C:50]#[N:51], predict the reaction product. The product is: [C:1]([N:5]1[C:9]([C:10]2[CH:11]=[CH:12][CH:13]=[CH:14][CH:15]=2)=[C:8]([C:16]([NH:30][C:31]2[CH:54]=[CH:53][CH:52]=[C:33]([O:34][C:35]3[CH:49]=[CH:48][C:38]4[N:39]=[C:40]([NH:42][C:43]([CH:45]5[CH2:47][CH2:46]5)=[O:44])[S:41][C:37]=4[C:36]=3[C:50]#[N:51])[CH:32]=2)=[O:18])[CH:7]=[N:6]1)([CH3:2])([CH3:3])[CH3:4]. (3) Given the reactants [CH3:1][O:2][C:3](=[O:21])[C:4]1[CH:20]=[CH:19][C:7]([C:8]([NH:10][C:11]2[C:16]([CH3:17])=[CH:15][C:14]([OH:18])=[CH:13][N:12]=2)=[O:9])=[CH:6][CH:5]=1.[Cl:22][C:23]1[CH:28]=[CH:27][CH:26]=[C:25]([Cl:29])[C:24]=1[C:30]1[C:34]([CH2:35]O)=[C:33]([CH:37]([CH3:39])[CH3:38])[O:32][N:31]=1.C1(P(C2C=CC=CC=2)C2C=CC=CC=2)C=CC=CC=1, predict the reaction product. The product is: [CH3:1][O:2][C:3](=[O:21])[C:4]1[CH:5]=[CH:6][C:7]([C:8]([NH:10][C:11]2[C:16]([CH3:17])=[CH:15][C:14]([O:18][CH2:35][C:34]3[C:30]([C:24]4[C:23]([Cl:22])=[CH:28][CH:27]=[CH:26][C:25]=4[Cl:29])=[N:31][O:32][C:33]=3[CH:37]([CH3:39])[CH3:38])=[CH:13][N:12]=2)=[O:9])=[CH:19][CH:20]=1. (4) Given the reactants [Br:1][C:2]1[CH:11]=[C:10]2[C:5]([C:6](=[O:26])[N:7]([NH:12][C:13]3[CH:14]=[C:15]([CH:18]=[CH:19][C:20]=3[S:21]([CH2:24][CH3:25])(=[O:23])=[O:22])[C:16]#[N:17])[CH:8]=[N:9]2)=[CH:4][C:3]=1[O:27][C:28]([F:31])([F:30])[F:29].BrC1C=C2C(C(=O)N(N(C3C=C(Cl)C=CC=3SCC)[C:44](=[O:50])[O:45][C:46]([CH3:49])([CH3:48])[CH3:47])C=N2)=CC=1C, predict the reaction product. The product is: [Br:1][C:2]1[CH:11]=[C:10]2[C:5]([C:6](=[O:26])[N:7]([N:12]([C:13]3[CH:14]=[C:15]([C:16]#[N:17])[CH:18]=[CH:19][C:20]=3[S:21]([CH2:24][CH3:25])(=[O:23])=[O:22])[C:44](=[O:50])[O:45][C:46]([CH3:49])([CH3:48])[CH3:47])[CH:8]=[N:9]2)=[CH:4][C:3]=1[O:27][C:28]([F:30])([F:31])[F:29]. (5) Given the reactants C(OC(=O)[NH:7][C:8]1[S:9][C:10]([C:14]2[CH:19]=[CH:18][N:17]=[C:16]([C:20]3([C:24]#[N:25])[CH2:23][CH2:22][CH2:21]3)[CH:15]=2)=[C:11]([CH3:13])[N:12]=1)(C)(C)C.S(=O)(=O)(O)[OH:28], predict the reaction product. The product is: [NH2:7][C:8]1[S:9][C:10]([C:14]2[CH:19]=[CH:18][N:17]=[C:16]([C:20]3([C:24]([NH2:25])=[O:28])[CH2:23][CH2:22][CH2:21]3)[CH:15]=2)=[C:11]([CH3:13])[N:12]=1. (6) Given the reactants [F:1][C:2]1[CH:3]=[C:4]([OH:8])[CH:5]=[CH:6][CH:7]=1.Br[CH2:10][CH2:11][C:12]([OH:14])=[O:13].[OH-].[Na+], predict the reaction product. The product is: [F:1][C:2]1[CH:3]=[C:4]([CH:5]=[CH:6][CH:7]=1)[O:8][CH2:10][CH2:11][C:12]([OH:14])=[O:13]. (7) Given the reactants [NH2:1][C:2]1[CH:3]=[CH:4][C:5]([CH3:21])=[C:6]([C:8]2[CH:13]=[CH:12][C:11]([C:14]([NH:16][CH2:17][CH:18]3[CH2:20][CH2:19]3)=[O:15])=[CH:10][CH:9]=2)[CH:7]=1.[CH:22]1([C:27](O)=[O:28])[CH2:26][CH2:25][CH2:24][CH2:23]1, predict the reaction product. The product is: [CH:18]1([CH2:17][NH:16][C:14]([C:11]2[CH:12]=[CH:13][C:8]([C:6]3[C:5]([CH3:21])=[CH:4][CH:3]=[C:2]([NH:1][C:27]([CH:22]4[CH2:26][CH2:25][CH2:24][CH2:23]4)=[O:28])[CH:7]=3)=[CH:9][CH:10]=2)=[O:15])[CH2:20][CH2:19]1. (8) Given the reactants FC(F)(F)C(O)=O.[CH2:8]([O:10][CH:11]1[CH2:16][CH2:15][NH:14][CH2:13][CH2:12]1)[CH3:9].C(=O)(O)[O-].[K+].F[C:23]1[CH:30]=[CH:29][C:26]([C:27]#[N:28])=[CH:25][CH:24]=1.O, predict the reaction product. The product is: [CH2:8]([O:10][CH:11]1[CH2:16][CH2:15][N:14]([C:23]2[CH:30]=[CH:29][C:26]([C:27]#[N:28])=[CH:25][CH:24]=2)[CH2:13][CH2:12]1)[CH3:9]. (9) Given the reactants FC(F)(F)S(O[C@H:7]1[C@H:12]([O:13][Si:14]([C:17]([CH3:20])([CH3:19])[CH3:18])([CH3:16])[CH3:15])[CH2:11][C@H:10]([C:21]2[CH:26]=[CH:25][N:24]=[CH:23][C:22]=2[NH2:27])[O:9][C@@H:8]1[CH2:28][CH3:29])(=O)=O.[C-:32]#[N:33].[Na+], predict the reaction product. The product is: [NH2:27][C:22]1[CH:23]=[N:24][CH:25]=[CH:26][C:21]=1[C@@H:10]1[O:9][C@H:8]([CH2:28][CH3:29])[C@H:7]([C:32]#[N:33])[C@H:12]([O:13][Si:14]([C:17]([CH3:20])([CH3:19])[CH3:18])([CH3:15])[CH3:16])[CH2:11]1. (10) Given the reactants [C:1]([C:3]1[CH:4]=[CH:5][N:6]=[C:7]2[C:12]=1[N:11]=[C:10]([O:13][CH3:14])[CH:9]=[CH:8]2)#[CH:2].[N:15]([CH2:18][CH2:19][CH2:20][N:21]1[C:29](=[O:30])[C:28]2[C:23](=[CH:24][CH:25]=[CH:26][CH:27]=2)[C:22]1=[O:31])=[N+:16]=[N-:17], predict the reaction product. The product is: [CH3:14][O:13][C:10]1[N:11]=[C:12]2[C:7](=[CH:8][CH:9]=1)[N:6]=[CH:5][CH:4]=[C:3]2[C:1]1[N:17]=[N:16][N:15]([CH2:18][CH2:19][CH2:20][N:21]2[C:29](=[O:30])[C:28]3[C:23](=[CH:24][CH:25]=[CH:26][CH:27]=3)[C:22]2=[O:31])[CH:2]=1.